Dataset: Catalyst prediction with 721,799 reactions and 888 catalyst types from USPTO. Task: Predict which catalyst facilitates the given reaction. (1) Reactant: [F:1][C:2]1[CH:7]=[C:6]([F:8])[CH:5]=[CH:4][C:3]=1[N:9]1[C:17](=[O:18])[C:16]2[C@@H:15]3[C:19]([CH3:21])([CH3:20])[C@@:12]([CH3:22])([CH2:13][CH2:14]3)[C:11]=2[NH:10]1.[F:23][C:24]([F:34])([F:33])[C:25]1[CH:26]=[C:27]([CH:30]=[CH:31][CH:32]=1)[CH2:28]Br.ClCCl. Product: [F:1][C:2]1[CH:7]=[C:6]([F:8])[CH:5]=[CH:4][C:3]=1[N:9]1[C:17](=[O:18])[C:16]2[C@@H:15]3[C:19]([CH3:21])([CH3:20])[C@@:12]([CH3:22])([CH2:13][CH2:14]3)[C:11]=2[N:10]1[CH2:28][C:27]1[CH:30]=[CH:31][CH:32]=[C:25]([C:24]([F:23])([F:33])[F:34])[CH:26]=1. The catalyst class is: 711. (2) Reactant: [OH:1][CH2:2][C:3]1[CH:4]=[CH:5][C:6]2[S:12][CH2:11][CH2:10][C:9](=[O:13])[NH:8][C:7]=2[CH:14]=1.ClCCl.CC(OI1(OC(C)=O)(OC(C)=O)OC(=O)C2C=CC=CC1=2)=O. Product: [O:13]=[C:9]1[CH2:10][CH2:11][S:12][C:6]2[CH:5]=[CH:4][C:3]([CH:2]=[O:1])=[CH:14][C:7]=2[NH:8]1. The catalyst class is: 13.